This data is from Experimentally validated miRNA-target interactions with 360,000+ pairs, plus equal number of negative samples. The task is: Binary Classification. Given a miRNA mature sequence and a target amino acid sequence, predict their likelihood of interaction. (1) The miRNA is mmu-miR-671-3p with sequence UCCGGUUCUCAGGGCUCCACC. The protein sequence of the target gene is MASLGPAAAGEQASGAEAEPGPAGPPPPPSPSSLGPLLPLQREPLYNWQATKASLKERFAFLFNSELLSDVRFVLGKGRGAAAAGGPQRIPAHRFVLAAGSAVFDAMFNGGMATTSAEIELPDVEPAAFLALLRFLYSDEVQIGPETVMTTLYTAKKYAVPALEAHCVEFLTKHLRADNAFMLLTQARLFDEPQLASLCLDTIDKSTMDAISAEGFTDIDIDTLCAVLERDTLSIRESRLFGAVVRWAEAECQRQQLPVTFGNKQKVLGKALSLIRFPLMTIEEFAAGPAQSGILSDREV.... Result: 0 (no interaction). (2) The miRNA is hsa-miR-6882-5p with sequence UACAAGUCAGGAGCUGAAGCAG. The protein sequence of the target gene is MASYFDEHDCEPSDPEQETRTNMLLELARSLFNRMDFEDLGLVVDWDHHLPPPAAKTVVENLPRTVIRGSQAELKCPVCLLEFEEEETAIEMPCHHLFHSSCILPWLSKTNSCPLCRYELPTDDDTYEEHRRDKARKQQQQHRLENLHGAMYT. Result: 0 (no interaction). (3) Result: 1 (interaction). The protein sequence of the target gene is MDTLEEVTWANGSTALPPPLAPNISVPHRCLLLLYEDIGTSRVRYWDLLLLIPNVLFLIFLLWKLPSARAKIRITSSPIFITFYILVFVVALVGIARAVVSMTVSTSNAATVADKILWEITRFFLLAIELSVIILGLAFGHLESKSSIKRVLAITTVLSLAYSVTQGTLEILYPDAHLSAEDFNIYGHGGRQFWLVSSCFFFLVYSLVVILPKTPLKERISLPSRRSFYVYAGILALLNLLQGLGSVLLCFDIIEGLCCVDATTFLYFSFFAPLIYVAFLRGFFGSEPKILFSYKCQVDE.... The miRNA is hsa-miR-548o-5p with sequence AAAAGUAAUUGCGGUUUUUGCC.